Dataset: Forward reaction prediction with 1.9M reactions from USPTO patents (1976-2016). Task: Predict the product of the given reaction. (1) Given the reactants [C:1]([C:3]1[CH:8]=[CH:7][C:6]([C:9]2[N:13]3[CH:14]=[C:15]([C:18]4[CH:38]=[CH:37][C:21]([C:22]([CH:24]5[CH2:29][CH2:28][N:27](C(OC(C)(C)C)=O)[CH2:26][CH2:25]5)=[O:23])=[CH:20][CH:19]=4)[CH:16]=[CH:17][C:12]3=[N:11][CH:10]=2)=[CH:5][CH:4]=1)#[N:2].Cl, predict the reaction product. The product is: [NH:27]1[CH2:28][CH2:29][CH:24]([C:22]([C:21]2[CH:20]=[CH:19][C:18]([C:15]3[CH:16]=[CH:17][C:12]4[N:13]([C:9]([C:6]5[CH:5]=[CH:4][C:3]([C:1]#[N:2])=[CH:8][CH:7]=5)=[CH:10][N:11]=4)[CH:14]=3)=[CH:38][CH:37]=2)=[O:23])[CH2:25][CH2:26]1. (2) The product is: [CH3:28][O:27][C:25]1[CH:24]=[CH:23][C:18]2[N:19]=[CH:20][C:21](=[O:22])[N:16]([CH2:15][CH2:14][CH2:13][CH:12]=[O:11])[C:17]=2[N:26]=1. Given the reactants C(Cl)(=O)C(Cl)=O.CS(C)=O.[OH:11][CH2:12][CH2:13][CH2:14][CH2:15][N:16]1[C:21](=[O:22])[CH:20]=[N:19][C:18]2[CH:23]=[CH:24][C:25]([O:27][CH3:28])=[N:26][C:17]1=2.C(N(CC)CC)C.[Cl-].[NH4+], predict the reaction product. (3) Given the reactants [Cl:1][C:2]1[CH:3]=[C:4]([C:9]2([C:22]([F:25])([F:24])[F:23])[O:13][N:12]=[C:11]([C:14]3[CH:15]=[CH:16][C:17]([CH3:21])=[C:18]([CH:20]=3)[NH2:19])[CH2:10]2)[CH:5]=[C:6]([Cl:8])[CH:7]=1.[CH3:26][N:27]([CH3:31])[C:28](Cl)=[O:29].C(N(CC)CC)C.C(=O)([O-])O.[Na+], predict the reaction product. The product is: [Cl:1][C:2]1[CH:3]=[C:4]([C:9]2([C:22]([F:23])([F:25])[F:24])[O:13][N:12]=[C:11]([C:14]3[CH:15]=[CH:16][C:17]([CH3:21])=[C:18]([NH:19][C:28](=[O:29])[N:27]([CH3:31])[CH3:26])[CH:20]=3)[CH2:10]2)[CH:5]=[C:6]([Cl:8])[CH:7]=1. (4) Given the reactants [Sn+2].[Cl-].Cl.[Cl:4][C:5]1[CH:23]=[CH:22][C:8]([O:9][CH2:10][C:11]2[CH:18]=[CH:17][CH:16]=[C:15]([N+:19]([O-])=O)[C:12]=2[C:13]#[N:14])=[CH:7][C:6]=1[CH3:24].[OH-].[K+], predict the reaction product. The product is: [NH2:19][C:15]1[CH:16]=[CH:17][CH:18]=[C:11]([CH2:10][O:9][C:8]2[CH:22]=[CH:23][C:5]([Cl:4])=[C:6]([CH3:24])[CH:7]=2)[C:12]=1[C:13]#[N:14]. (5) Given the reactants [NH3:1].[CH2:2]1[CH:6]([CH2:7][CH2:8][CH2:9][CH2:10][C:11]([OH:13])=[O:12])[S:5][S:4][CH2:3]1, predict the reaction product. The product is: [NH4+:1].[CH2:2]1[C@@H:6]([CH2:7][CH2:8][CH2:9][CH2:10][C:11]([OH:13])=[O:12])[S:5][S:4][CH2:3]1. (6) Given the reactants [Br:1][C:2]1[CH:3]=[C:4]([CH2:8][CH2:9][C:10]([NH2:12])=O)[CH:5]=[CH:6][CH:7]=1, predict the reaction product. The product is: [Br:1][C:2]1[CH:3]=[C:4]([CH2:8][CH2:9][CH2:10][NH2:12])[CH:5]=[CH:6][CH:7]=1.